This data is from Forward reaction prediction with 1.9M reactions from USPTO patents (1976-2016). The task is: Predict the product of the given reaction. (1) Given the reactants [Cl:1][C:2]1[CH:7]=[CH:6][C:5]([O:8][CH3:9])=[CH:4][C:3]=1[C:10]1[CH:15]=[CH:14][CH:13]=[C:12]([F:16])[CH:11]=1.CC(O)=O.S(=O)(=O)(O)O.C1C(=O)N([I:33])C(=O)C1, predict the reaction product. The product is: [Cl:1][C:2]1[CH:7]=[C:6]([I:33])[C:5]([O:8][CH3:9])=[CH:4][C:3]=1[C:10]1[CH:15]=[CH:14][CH:13]=[C:12]([F:16])[CH:11]=1. (2) Given the reactants [C:1]([O:10][CH3:11])(=[O:9])[C:2]([CH2:4][C:5]([O:7][CH3:8])=[O:6])=[CH2:3].[H][H], predict the reaction product. The product is: [CH3:3][CH:2]([CH2:4][C:5]([O:7][CH3:8])=[O:6])[C:1]([O:10][CH3:11])=[O:9]. (3) Given the reactants [Cl:1][C:2]1[C:14]2[C:13]3[C:8](=[CH:9][CH:10]=[CH:11][CH:12]=3)[C:7](=[O:15])[C:6]=2[CH:5]=[C:4]([F:16])[CH:3]=1.C(=O)([O-])[O-].[K+].[K+].C[Si](C)(C)[C:25]([F:28])([F:27])[F:26].[F-].[Cs+].Br[CH2:34][C:35]([O:37][CH2:38][CH3:39])=[O:36], predict the reaction product. The product is: [CH2:38]([O:37][C:35](=[O:36])[CH2:34][O:15][C:7]1([C:25]([F:28])([F:27])[F:26])[C:6]2[CH:5]=[C:4]([F:16])[CH:3]=[C:2]([Cl:1])[C:14]=2[C:13]2[C:8]1=[CH:9][CH:10]=[CH:11][CH:12]=2)[CH3:39]. (4) Given the reactants [Br:1][C:2]1[C:3]([CH3:14])=[N:4][NH:5][C:6]=1[C:7]1[CH:12]=[CH:11][C:10]([F:13])=[CH:9][CH:8]=1.[CH3:15][CH:16]([CH2:19][CH3:20])[CH2:17]O.C1(P(C2C=CC=CC=2)C2C=CC=CC=2)C=CC=CC=1.N(C(OC(C)C)=O)=NC(OC(C)C)=O, predict the reaction product. The product is: [Br:1][C:2]1[C:3]([CH3:14])=[N:4][N:5]([CH2:15][CH:16]([CH3:17])[CH2:19][CH3:20])[C:6]=1[C:7]1[CH:12]=[CH:11][C:10]([F:13])=[CH:9][CH:8]=1. (5) Given the reactants C[CH2:2][N:3]([CH:7]([CH3:9])C)[CH:4]([CH3:6])C.CN(C(O[N:18]1N=N[C:20]2[CH:21]=[CH:22][CH:23]=[N:24][C:19]1=2)=[N+](C)C)C.F[P-](F)(F)(F)(F)F.N[C@@H]1CC[C@H](N2[C:46](=[O:47])[C:45]3[CH:48]=C(F)C=NC=3N(C3C=C(C4C=CC=CC=4)C=CC=3)C2=O)CC1.[OH2:66], predict the reaction product. The product is: [CH3:2][N:3]1[CH2:4][CH2:6][CH2:9][CH:7]1[C:22]1[CH:21]=[CH:20][C:19]2[N:24]([CH:48]=[C:45]([C:46]([OH:66])=[O:47])[N:18]=2)[CH:23]=1. (6) Given the reactants Cl[CH2:2][C:3](=O)[CH3:4].[NH2:6][C:7]1[CH:12]=[CH:11][C:10]([O:13][CH3:14])=[CH:9][N:8]=1, predict the reaction product. The product is: [CH3:4][C:3]1[N:6]=[C:7]2[CH:12]=[CH:11][C:10]([O:13][CH3:14])=[CH:9][N:8]2[CH:2]=1. (7) The product is: [NH:1]1[C:9]2[C:4](=[CH:5][CH:6]=[C:7]([CH:10]([C:16]3[CH:21]=[CH:20][CH:19]=[C:18]([Cl:22])[CH:17]=3)[CH2:11][CH2:12][NH:14][CH3:15])[CH:8]=2)[CH:3]=[CH:2]1. Given the reactants [NH:1]1[C:9]2[C:4](=[CH:5][CH:6]=[C:7]([CH:10]([C:16]3[CH:21]=[CH:20][CH:19]=[C:18]([Cl:22])[CH:17]=3)[CH2:11][C:12]([NH:14][CH3:15])=O)[CH:8]=2)[CH:3]=[CH:2]1.N1C2C(=CC=CC=2C(C2C=CC=CC=2)CCNC)C=C1, predict the reaction product. (8) Given the reactants [CH3:1][C:2]1[O:17][C:7]2[CH:8]=[C:9]3[O:16][CH:15]=[CH:14][C:10]3=[C:11]([O:12][CH3:13])[C:6]=2[C:4](=[O:5])[CH:3]=1.[CH2:18](OCC)C.C[Al](C)C.[K].C(C(C(C([O-])=O)O)O)([O-])=O.[Na+].[Na+], predict the reaction product. The product is: [CH3:13][O:12][C:11]1[C:10]2[CH:14]=[CH:15][O:16][C:9]=2[CH:8]=[C:7]2[C:6]=1[C:4](=[O:5])[CH2:3][C:2]([CH3:18])([CH3:1])[O:17]2.